The task is: Predict the product of the given reaction.. This data is from Forward reaction prediction with 1.9M reactions from USPTO patents (1976-2016). (1) Given the reactants [NH2:1][C:2]1[CH:3]=[CH:4][C:5]([CH:13]2[CH2:18][CH2:17][C:16](=O)[CH2:15][CH2:14]2)=[C:6]2[C:10]=1[C:9](=[O:11])[N:8]([CH3:12])[CH2:7]2.[CH3:20][NH:21][CH3:22].C1COCC1.C(O[BH-](OC(=O)C)OC(=O)C)(=O)C.[Na+], predict the reaction product. The product is: [NH2:1][C:2]1[CH:3]=[CH:4][C:5]([CH:13]2[CH2:18][CH2:17][CH:16]([N:21]([CH3:22])[CH3:20])[CH2:15][CH2:14]2)=[C:6]2[C:10]=1[C:9](=[O:11])[N:8]([CH3:12])[CH2:7]2. (2) Given the reactants C(O)C.[N+:4]([C:7]1[C:8](=[O:25])[N:9]([C:19]2[CH:24]=[CH:23][CH:22]=[CH:21][CH:20]=2)[CH:10]=[C:11]([C:13]2[CH:18]=[CH:17][CH:16]=[CH:15][N:14]=2)[CH:12]=1)([O-])=O, predict the reaction product. The product is: [NH2:4][C:7]1[C:8](=[O:25])[N:9]([C:19]2[CH:20]=[CH:21][CH:22]=[CH:23][CH:24]=2)[CH:10]=[C:11]([C:13]2[CH:18]=[CH:17][CH:16]=[CH:15][N:14]=2)[CH:12]=1.